From a dataset of Catalyst prediction with 721,799 reactions and 888 catalyst types from USPTO. Predict which catalyst facilitates the given reaction. (1) Reactant: [NH2:1][C:2]1[CH:10]=[CH:9][C:8]([CH3:11])=[CH:7][C:3]=1[C:4]([OH:6])=[O:5].Cl[C:13]([O:15][C:16]1[CH:21]=[CH:20][CH:19]=[CH:18][CH:17]=1)=O. Product: [CH3:11][C:8]1[CH:9]=[CH:10][C:2]2[N:1]=[C:13]([O:15][C:16]3[CH:21]=[CH:20][CH:19]=[CH:18][CH:17]=3)[O:5][C:4](=[O:6])[C:3]=2[CH:7]=1. The catalyst class is: 17. (2) Reactant: [CH2:1]([S:3][C:4]1[CH:9]=[CH:8][CH:7]=[CH:6][C:5]=1[C:10]1[NH:19][C:18](=O)[C:17]2[C:12](=[CH:13][C:14]([C:21]([F:24])([F:23])[F:22])=[CH:15][CH:16]=2)[N:11]=1)[CH3:2].P(Br)(Br)([Br:27])=O.C(=O)(O)[O-].[Na+]. Product: [Br:27][C:18]1[C:17]2[C:12](=[CH:13][C:14]([C:21]([F:24])([F:23])[F:22])=[CH:15][CH:16]=2)[N:11]=[C:10]([C:5]2[CH:6]=[CH:7][CH:8]=[CH:9][C:4]=2[S:3][CH2:1][CH3:2])[N:19]=1. The catalyst class is: 10. (3) Reactant: [C:1]([C:4]1[CH:9]=[CH:8][CH:7]=[CH:6][CH:5]=1)(=O)[CH3:2].[C:10]([CH2:12][C:13]([O:15][CH2:16][CH3:17])=[O:14])#[N:11].C([O-])(=O)C.[NH4+].C(O)(=O)C. Product: [CH2:16]([O:15][C:13](=[O:14])[C:12]([C:10]#[N:11])=[C:1]([C:4]1[CH:9]=[CH:8][CH:7]=[CH:6][CH:5]=1)[CH3:2])[CH3:17]. The catalyst class is: 226. (4) Reactant: Br[CH2:2][C:3]([C:5]1[CH:10]=[CH:9][CH:8]=[CH:7][CH:6]=1)=[O:4].[N-:11]=[N+:12]=[N-:13].[Na+]. Product: [N:11]([CH2:2][C:3]([C:5]1[CH:10]=[CH:9][CH:8]=[CH:7][CH:6]=1)=[O:4])=[N+:12]=[N-:13]. The catalyst class is: 31.